Dataset: Full USPTO retrosynthesis dataset with 1.9M reactions from patents (1976-2016). Task: Predict the reactants needed to synthesize the given product. (1) Given the product [Cl:1][C:2]1[CH:7]=[CH:6][C:5]([C:8]2[S:9][C:10]([CH:14]=[CH:15][CH:16]3[CH2:21][CH2:20][CH2:19][N:18]([C:30]4[CH:31]=[C:26]([CH:27]=[CH:28][CH:29]=4)[C:24]([O:23][CH3:22])=[O:25])[CH2:17]3)=[C:11]([CH3:13])[N:12]=2)=[CH:4][CH:3]=1, predict the reactants needed to synthesize it. The reactants are: [Cl:1][C:2]1[CH:7]=[CH:6][C:5]([C:8]2[S:9][C:10]([CH:14]=[CH:15][CH:16]3[CH2:21][CH2:20][CH2:19][NH:18][CH2:17]3)=[C:11]([CH3:13])[N:12]=2)=[CH:4][CH:3]=1.[CH3:22][O:23][C:24]([C:26]1[CH:27]=[C:28](OB(O)O)[CH:29]=[CH:30][CH:31]=1)=[O:25]. (2) Given the product [F:21][C:19]([F:22])([F:20])[C:18]1[O:23][C:14]2[C:15]3[CH:7]([CH2:6][CH2:5][NH:4][C:1](=[O:3])[CH3:2])[CH2:8][CH2:9][C:10]=3[CH:11]=[CH:12][C:13]=2[N:17]=1, predict the reactants needed to synthesize it. The reactants are: [C:1]([NH:4][CH2:5][CH2:6][CH:7]1[C:15]2[C:10](=[CH:11][CH:12]=[C:13]([NH:17][C:18](=[O:23])[C:19]([F:22])([F:21])[F:20])[C:14]=2O)[CH2:9][CH2:8]1)(=[O:3])[CH3:2].C1(C)C=CC(S([O-])(=O)=O)=CC=1.[NH+]1C=CC=CC=1. (3) Given the product [Br:1][CH2:2][CH2:3][CH2:4][C:5]1[O:9][N:8]=[C:7]([C:10]([OH:12])=[O:11])[CH:6]=1, predict the reactants needed to synthesize it. The reactants are: [Br:1][CH2:2][CH2:3][CH2:4][C:5]1[O:9][N:8]=[C:7]([C:10]([O:12]CC)=[O:11])[CH:6]=1.C(O)C.[OH-].[K+]. (4) Given the product [F:15][C:12]1[CH:11]=[CH:10][C:9]([C:8]([N:4]2[CH2:5][CH2:6][CH2:7][C:2]([F:1])([C:17]3[O:19][N:23]=[C:22]([C:24]4[NH:25][CH:26]=[CH:27][CH:28]=4)[N:21]=3)[CH2:3]2)=[O:16])=[CH:14][CH:13]=1, predict the reactants needed to synthesize it. The reactants are: [F:1][C:2]1([C:17]([OH:19])=O)[CH2:7][CH2:6][CH2:5][N:4]([C:8](=[O:16])[C:9]2[CH:14]=[CH:13][C:12]([F:15])=[CH:11][CH:10]=2)[CH2:3]1.O[NH:21][C:22]([C:24]1[NH:25][CH:26]=[CH:27][CH:28]=1)=[NH:23].C1C=CC2N(O)N=NC=2C=1.CCN=C=NCCCN(C)C.Cl.C(N(CC)CC)C. (5) Given the product [NH2:5][CH:6]([C:11]1[S:12][CH:13]=[CH:14][CH:15]=1)[CH2:7][C:8]([OH:10])=[O:9], predict the reactants needed to synthesize it. The reactants are: ClCC([NH:5][CH:6]([C:11]1[S:12][CH:13]=[CH:14][CH:15]=1)[CH2:7][C:8]([OH:10])=[O:9])=O.[OH-].[Na+].